From a dataset of Full USPTO retrosynthesis dataset with 1.9M reactions from patents (1976-2016). Predict the reactants needed to synthesize the given product. (1) Given the product [CH3:22][C:23](=[O:31])[CH2:24][CH2:25][CH2:26][CH2:27][CH2:28][CH2:29][CH3:30], predict the reactants needed to synthesize it. The reactants are: [Cr](O[Cr]([O-])(=O)=O)([O-])(=O)=O.[NH+]1C=CC=CC=1.[NH+]1C=CC=CC=1.[CH3:22][CH:23]([OH:31])[CH2:24][CH2:25][CH2:26][CH2:27][CH2:28][CH2:29][CH3:30]. (2) Given the product [CH2:1]([O:8][C:9]([C:11]1[CH:20]=[CH:19][C:18]2[C:13](=[CH:14][CH:15]=[C:16]([CH2:21][OH:22])[CH:17]=2)[CH:12]=1)=[O:10])[C:2]1[CH:3]=[CH:4][CH:5]=[CH:6][CH:7]=1, predict the reactants needed to synthesize it. The reactants are: [CH2:1]([O:8][C:9]([C:11]1[CH:20]=[CH:19][C:18]2[C:13](=[CH:14][CH:15]=[C:16]([C:21](O)=[O:22])[CH:17]=2)[CH:12]=1)=[O:10])[C:2]1[CH:7]=[CH:6][CH:5]=[CH:4][CH:3]=1.B.C1COCC1.